Task: Predict the product of the given reaction.. Dataset: Forward reaction prediction with 1.9M reactions from USPTO patents (1976-2016) Given the reactants [CH3:1][O:2][C:3]1[CH:4]=[C:5]([C:13](=[O:15])[CH3:14])[CH:6]=[C:7]([O:11][CH3:12])[C:8]=1[O:9][CH3:10].[CH3:16][O:17][C:18]1[CH:23]=[CH:22][C:21]([C:24]2[CH:28]=[C:27]([CH:29]=O)[NH:26][N:25]=2)=[CH:20][CH:19]=1.[OH-].[K+], predict the reaction product. The product is: [CH3:16][O:17][C:18]1[CH:19]=[CH:20][C:21]([C:24]2[CH:28]=[C:27](/[CH:29]=[CH:14]/[C:13]([C:5]3[CH:6]=[C:7]([O:11][CH3:12])[C:8]([O:9][CH3:10])=[C:3]([O:2][CH3:1])[CH:4]=3)=[O:15])[NH:26][N:25]=2)=[CH:22][CH:23]=1.